Dataset: Forward reaction prediction with 1.9M reactions from USPTO patents (1976-2016). Task: Predict the product of the given reaction. (1) Given the reactants [Cl:1][C:2]1[C:11]2[C:6](=[CH:7][C:8]([C:12]3[C:17]([C:18]([F:21])([F:20])[F:19])=[CH:16][CH:15]=[CH:14][N:13]=3)=[CH:9][CH:10]=2)[N:5]=[CH:4][N:3]=1.[CH3:22][N:23]1[CH2:32][CH2:31][C:30]2[C:25](=[CH:26][C:27]([NH2:33])=[CH:28][CH:29]=2)[CH2:24]1, predict the reaction product. The product is: [ClH:1].[CH3:22][N:23]1[CH2:32][CH2:31][C:30]2[C:25](=[CH:26][C:27]([NH:33][C:2]3[C:11]4[C:6](=[CH:7][C:8]([C:12]5[C:17]([C:18]([F:21])([F:20])[F:19])=[CH:16][CH:15]=[CH:14][N:13]=5)=[CH:9][CH:10]=4)[N:5]=[CH:4][N:3]=3)=[CH:28][CH:29]=2)[CH2:24]1. (2) Given the reactants [OH:1][CH:2]1[CH2:7][CH2:6][CH:5]([C:8](=[O:28])[CH2:9][CH:10]([C:18]2[CH:23]=[CH:22][C:21]([S:24]([CH3:27])(=[O:26])=[O:25])=[CH:20][CH:19]=2)[C:11]2[CH:16]=[CH:15][CH:14]=[CH:13][C:12]=2[CH3:17])[CH2:4][CH2:3]1.C[Si](C)(C)[O:31][CH2:32][CH2:33]O[Si](C)(C)C.FC(F)(F)S(O[Si:47]([CH3:50])([CH3:49])[CH3:48])(=O)=O.C(N(CC)CC)C, predict the reaction product. The product is: [CH3:48][Si:47]([CH3:50])([CH3:49])[O:1][CH:2]1[CH2:3][CH2:4][CH:5]([C:8]2([CH2:9][CH:10]([C:18]3[CH:23]=[CH:22][C:21]([S:24]([CH3:27])(=[O:25])=[O:26])=[CH:20][CH:19]=3)[C:11]3[CH:16]=[CH:15][CH:14]=[CH:13][C:12]=3[CH3:17])[O:31][CH2:32][CH2:33][O:28]2)[CH2:6][CH2:7]1. (3) Given the reactants [Br:1][C:2]1[CH:3]=[CH:4][C:5]([F:34])=[C:6]([C@:8]2([CH3:33])[CH:12]([CH2:13][CH2:14][CH2:15][O:16][Si:17]([C:20]([CH3:23])([CH3:22])[CH3:21])([CH3:19])[CH3:18])OS(=O)(=O)[N:9]2[C:26]([O:28][C:29]([CH3:32])([CH3:31])[CH3:30])=[O:27])[CH:7]=1.[C:35]([O-:38])(=[S:37])[CH3:36].[K+], predict the reaction product. The product is: [C:35](=[O:38])([S:37][CH:12]([C@:8]([C:6]1[CH:7]=[C:2]([Br:1])[CH:3]=[CH:4][C:5]=1[F:34])([CH3:33])[NH:9][C:26](=[O:27])[O:28][C:29]([CH3:32])([CH3:31])[CH3:30])[CH2:13][CH2:14][CH2:15][O:16][Si:17]([CH3:19])([CH3:18])[C:20]([CH3:23])([CH3:22])[CH3:21])[CH3:36]. (4) Given the reactants [F-].C([N+](CCCC)(CCCC)CCCC)CCC.[Cl:19][C:20]1[CH:25]=[CH:24][C:23](I)=[CH:22][N:21]=1.[Cl:27][C:28]1[CH:29]=[C:30]([O:38][CH3:39])[C:31]([O:34][CH2:35][C:36]#[CH:37])=[N:32][CH:33]=1, predict the reaction product. The product is: [Cl:19][C:20]1[N:21]=[CH:22][C:23]([C:37]#[C:36][CH2:35][O:34][C:31]2[C:30]([O:38][CH3:39])=[CH:29][C:28]([Cl:27])=[CH:33][N:32]=2)=[CH:24][CH:25]=1. (5) Given the reactants [F:1][C:2]([F:22])([F:21])[C:3]([N:5]1[CH2:11][CH:10]([CH:12]([CH3:14])[CH3:13])[C:9]2[CH:15]=[C:16]([Br:20])[C:17]([OH:19])=[CH:18][C:8]=2[CH2:7][CH2:6]1)=[O:4].[C:23](N=P(N(C)C)(N(C)C)N(C)C)(C)([CH3:25])[CH3:24].C(Br)C=C, predict the reaction product. The product is: [F:22][C:2]([F:1])([F:21])[C:3]([N:5]1[CH2:11][CH:10]([CH:12]([CH3:14])[CH3:13])[C:9]2[CH:15]=[C:16]([Br:20])[C:17]([O:19][CH2:25][CH:23]=[CH2:24])=[CH:18][C:8]=2[CH2:7][CH2:6]1)=[O:4]. (6) Given the reactants [CH2:1]([C:3]1[S:38][C:6]2[N:7]([CH2:23][C:24]3[CH:29]=[CH:28][C:27]([C:30]4[C:31]([C:36]#[N:37])=[CH:32][CH:33]=[CH:34][CH:35]=4)=[CH:26][CH:25]=3)[C:8](=[O:22])[N:9]([CH2:12][C:13]([C:15]3[CH:20]=[CH:19][C:18]([OH:21])=[CH:17][CH:16]=3)=[O:14])[C:10](=[O:11])[C:5]=2[CH:4]=1)[CH3:2].Br[CH2:40][CH2:41][O:42][Si](C(C)(C)C)(C)C.C[N:51](C)[CH:52]=[O:53].C(=O)([O-])[O-:56].[Cs+].[Cs+], predict the reaction product. The product is: [CH2:1]([C:3]1[S:38][C:6]2[N:7]([CH2:23][C:24]3[CH:29]=[CH:28][C:27]([C:30]4[CH:35]=[CH:34][CH:33]=[CH:32][C:31]=4[C:36]4[NH:51][C:52](=[O:53])[O:56][N:37]=4)=[CH:26][CH:25]=3)[C:8](=[O:22])[N:9]([CH2:12][C:13]([C:15]3[CH:16]=[CH:17][C:18]([O:21][CH2:40][CH2:41][OH:42])=[CH:19][CH:20]=3)=[O:14])[C:10](=[O:11])[C:5]=2[CH:4]=1)[CH3:2]. (7) The product is: [C:34]([C:31]1[CH:30]=[CH:29][C:28]([C:27]([NH:26][CH2:25][CH:22]2[CH2:23][CH2:24][N:19]([C:18]3[C:13]4[CH:12]=[C:11]([C:39]5[CH:40]=[N:41][N:42]([CH3:44])[CH:43]=5)[NH:10][C:14]=4[N:15]=[CH:16][N:17]=3)[CH2:20][CH2:21]2)=[O:38])=[CH:33][CH:32]=1)([CH3:37])([CH3:35])[CH3:36]. Given the reactants C1(S([N:10]2[C:14]3[N:15]=[CH:16][N:17]=[C:18]([N:19]4[CH2:24][CH2:23][CH:22]([CH2:25][NH:26][C:27](=[O:38])[C:28]5[CH:33]=[CH:32][C:31]([C:34]([CH3:37])([CH3:36])[CH3:35])=[CH:30][CH:29]=5)[CH2:21][CH2:20]4)[C:13]=3[CH:12]=[C:11]2[C:39]2[CH:40]=[N:41][N:42]([CH3:44])[CH:43]=2)(=O)=O)C=CC=CC=1.CO.C(=O)([O-])[O-].[Cs+].[Cs+], predict the reaction product.